From a dataset of Reaction yield outcomes from USPTO patents with 853,638 reactions. Predict the reaction yield, written as a fraction of the theoretical maximum amount of product (1.0 means a 100% yield; for example, 0.34 means a 34% yield). The product is [F:5][CH2:4][CH:3]([O:6][CH:7]1[CH2:8][CH2:9][NH:10][CH2:11][CH2:12]1)[CH2:2][F:1]. The reactants are [F:1][CH2:2][CH:3]([O:6][C:7]1[CH:12]=[CH:11][N:10]=[CH:9][CH:8]=1)[CH2:4][F:5]. The catalyst is CO.[Rh]. The yield is 0.810.